Predict the reactants needed to synthesize the given product. From a dataset of Full USPTO retrosynthesis dataset with 1.9M reactions from patents (1976-2016). (1) The reactants are: [F:1][C:2]1[CH:7]=[C:6]([N+:8]([O-:10])=[O:9])[C:5]([CH:11](C(OC)=O)[C:12]([O:14][CH3:15])=[O:13])=[C:4]([N+:20]([O-:22])=[O:21])[CH:3]=1.[Cl-].[Li+]. Given the product [F:1][C:2]1[CH:3]=[C:4]([N+:20]([O-:22])=[O:21])[C:5]([CH2:11][C:12]([O:14][CH3:15])=[O:13])=[C:6]([N+:8]([O-:10])=[O:9])[CH:7]=1, predict the reactants needed to synthesize it. (2) The reactants are: CN1CCN=C1C1[CH:12]=[CH:11][C:10]([NH:13][C:14](=[O:34])[CH:15]([C:27]2[CH:32]=[CH:31][CH:30]=[CH:29][C:28]=2[Br:33])[NH:16][C:17]([NH:19][C:20]2[CH:25]=[CH:24][C:23]([Cl:26])=[CH:22][CH:21]=2)=[O:18])=[CH:9]C=1.[N:35]1([N:40]=[C:41]2C=CC(N)=C[CH2:42]2)[CH2:39][CH2:38][CH2:37][CH2:36]1.C(Cl)CCl. Given the product [N:35]1([N:40]=[C:41]2[CH:12]=[CH:11][C:10]([NH:13][C:14](=[O:34])[CH:15]([C:27]3[CH:32]=[CH:31][CH:30]=[CH:29][C:28]=3[Br:33])[NH:16][C:17]([NH:19][C:20]3[CH:21]=[CH:22][C:23]([Cl:26])=[CH:24][CH:25]=3)=[O:18])=[CH:9][CH2:42]2)[CH2:39][CH2:38][CH2:37][CH2:36]1, predict the reactants needed to synthesize it. (3) Given the product [C:32]1(/[C:22](=[N:21]/[O:20][CH2:19][C:18]2[CH:17]=[CH:16][C:15]([O:14][CH2:2][C:3]3[N:7]=[C:6]([C:8]4[CH:13]=[CH:12][CH:11]=[CH:10][CH:9]=4)[O:5][N:4]=3)=[CH:39][CH:38]=2)/[CH2:23][CH2:24][CH2:25][CH2:26][C:27]([O:29][CH2:30][CH3:31])=[O:28])[CH:37]=[CH:36][CH:35]=[CH:34][CH:33]=1, predict the reactants needed to synthesize it. The reactants are: Cl[CH2:2][C:3]1[N:7]=[C:6]([C:8]2[CH:13]=[CH:12][CH:11]=[CH:10][CH:9]=2)[O:5][N:4]=1.[OH:14][C:15]1[CH:39]=[CH:38][C:18]([CH2:19][O:20]/[N:21]=[C:22](/[C:32]2[CH:37]=[CH:36][CH:35]=[CH:34][CH:33]=2)\[CH2:23][CH2:24][CH2:25][CH2:26][C:27]([O:29][CH2:30][CH3:31])=[O:28])=[CH:17][CH:16]=1.C(=O)([O-])[O-].[K+].[K+].CN(C)C=O. (4) Given the product [CH3:14][C:10]1[C:9]([N+:15]([O-:17])=[O:16])=[C:8]([CH2:7][C:18]([OH:20])=[O:19])[CH:13]=[CH:12][CH:11]=1, predict the reactants needed to synthesize it. The reactants are: CC(C)([O-])C.[K+].[CH3:7][C:8]1[CH:13]=[CH:12][CH:11]=[C:10]([CH3:14])[C:9]=1[N+:15]([O-:17])=[O:16].[C:18](=[O:20])=[O:19].C(=O)(O)[O-].[Na+].